This data is from NCI-60 drug combinations with 297,098 pairs across 59 cell lines. The task is: Regression. Given two drug SMILES strings and cell line genomic features, predict the synergy score measuring deviation from expected non-interaction effect. (1) Drug 1: C1CCC(CC1)NC(=O)N(CCCl)N=O. Drug 2: CC12CCC3C(C1CCC2OP(=O)(O)O)CCC4=C3C=CC(=C4)OC(=O)N(CCCl)CCCl.[Na+]. Cell line: M14. Synergy scores: CSS=-8.17, Synergy_ZIP=-1.95, Synergy_Bliss=-9.77, Synergy_Loewe=-10.6, Synergy_HSA=-10.4. (2) Cell line: MDA-MB-231. Drug 2: CCN(CC)CCCC(C)NC1=C2C=C(C=CC2=NC3=C1C=CC(=C3)Cl)OC. Synergy scores: CSS=20.6, Synergy_ZIP=-9.57, Synergy_Bliss=-4.61, Synergy_Loewe=-0.469, Synergy_HSA=-0.109. Drug 1: CC1CCC2CC(C(=CC=CC=CC(CC(C(=O)C(C(C(=CC(C(=O)CC(OC(=O)C3CCCCN3C(=O)C(=O)C1(O2)O)C(C)CC4CCC(C(C4)OC)OCCO)C)C)O)OC)C)C)C)OC. (3) Drug 1: C1CCC(CC1)NC(=O)N(CCCl)N=O. Drug 2: C1=NC2=C(N=C(N=C2N1C3C(C(C(O3)CO)O)O)F)N. Cell line: MOLT-4. Synergy scores: CSS=31.8, Synergy_ZIP=-2.56, Synergy_Bliss=-8.94, Synergy_Loewe=-17.9, Synergy_HSA=-8.14. (4) Drug 1: CNC(=O)C1=CC=CC=C1SC2=CC3=C(C=C2)C(=NN3)C=CC4=CC=CC=N4. Drug 2: C1C(C(OC1N2C=NC(=NC2=O)N)CO)O. Cell line: IGROV1. Synergy scores: CSS=-0.902, Synergy_ZIP=-0.465, Synergy_Bliss=-1.28, Synergy_Loewe=-1.76, Synergy_HSA=-2.04. (5) Cell line: HS 578T. Drug 1: C1C(C(OC1N2C=C(C(=O)NC2=O)F)CO)O. Synergy scores: CSS=43.2, Synergy_ZIP=2.34, Synergy_Bliss=3.31, Synergy_Loewe=-59.8, Synergy_HSA=1.83. Drug 2: COC1=C2C(=CC3=C1OC=C3)C=CC(=O)O2. (6) Drug 1: CC1=C2C(C(=O)C3(C(CC4C(C3C(C(C2(C)C)(CC1OC(=O)C(C(C5=CC=CC=C5)NC(=O)C6=CC=CC=C6)O)O)OC(=O)C7=CC=CC=C7)(CO4)OC(=O)C)O)C)OC(=O)C. Drug 2: C1CCC(C(C1)N)N.C(=O)(C(=O)[O-])[O-].[Pt+4]. Cell line: U251. Synergy scores: CSS=52.6, Synergy_ZIP=2.14, Synergy_Bliss=3.97, Synergy_Loewe=-8.08, Synergy_HSA=5.38. (7) Drug 1: C1=CC(=C2C(=C1NCCNCCO)C(=O)C3=C(C=CC(=C3C2=O)O)O)NCCNCCO. Drug 2: C1C(C(OC1N2C=NC(=NC2=O)N)CO)O. Cell line: SF-539. Synergy scores: CSS=44.5, Synergy_ZIP=1.57, Synergy_Bliss=2.26, Synergy_Loewe=-8.52, Synergy_HSA=3.72.